This data is from Full USPTO retrosynthesis dataset with 1.9M reactions from patents (1976-2016). The task is: Predict the reactants needed to synthesize the given product. Given the product [N:10]1([C:7]2[N:6]=[CH:5][C:4]([C:1](=[O:3])[CH3:2])=[CH:9][N:8]=2)[CH2:15][CH2:14][NH:13][CH2:12][CH2:11]1, predict the reactants needed to synthesize it. The reactants are: [C:1]([C:4]1[CH:5]=[N:6][C:7]([N:10]2[CH2:15][CH2:14][N:13](C(OCCCC)=O)[CH2:12][CH2:11]2)=[N:8][CH:9]=1)(=[O:3])[CH3:2].C(OCC(F)(F)F)(=O)C.C(=O)([O-])[O-].[Na+].[Na+].